From a dataset of TCR-epitope binding with 47,182 pairs between 192 epitopes and 23,139 TCRs. Binary Classification. Given a T-cell receptor sequence (or CDR3 region) and an epitope sequence, predict whether binding occurs between them. (1) The epitope is IVDTVSALV. The TCR CDR3 sequence is CASSLGSGDANTEAFF. Result: 1 (the TCR binds to the epitope). (2) The epitope is FLNRFTTTL. The TCR CDR3 sequence is CATSLAASYNEQFF. Result: 1 (the TCR binds to the epitope). (3) Result: 0 (the TCR does not bind to the epitope). The TCR CDR3 sequence is CASTIPPRTSVSGELFF. The epitope is TAFTIPSI. (4) The epitope is EILDITPCSF. The TCR CDR3 sequence is CASSSIDGAQETQYF. Result: 0 (the TCR does not bind to the epitope).